This data is from NCI-60 drug combinations with 297,098 pairs across 59 cell lines. The task is: Regression. Given two drug SMILES strings and cell line genomic features, predict the synergy score measuring deviation from expected non-interaction effect. (1) Drug 1: CCC1=C2CN3C(=CC4=C(C3=O)COC(=O)C4(CC)O)C2=NC5=C1C=C(C=C5)O. Drug 2: CCCCC(=O)OCC(=O)C1(CC(C2=C(C1)C(=C3C(=C2O)C(=O)C4=C(C3=O)C=CC=C4OC)O)OC5CC(C(C(O5)C)O)NC(=O)C(F)(F)F)O. Cell line: LOX IMVI. Synergy scores: CSS=59.9, Synergy_ZIP=-3.04, Synergy_Bliss=-2.98, Synergy_Loewe=-3.29, Synergy_HSA=1.84. (2) Drug 1: CN(C)C1=NC(=NC(=N1)N(C)C)N(C)C. Drug 2: C(CN)CNCCSP(=O)(O)O. Cell line: HOP-92. Synergy scores: CSS=-5.17, Synergy_ZIP=1.61, Synergy_Bliss=-2.31, Synergy_Loewe=-6.00, Synergy_HSA=-5.54. (3) Drug 1: CN(C)N=NC1=C(NC=N1)C(=O)N. Drug 2: C1C(C(OC1N2C=C(C(=O)NC2=O)F)CO)O. Cell line: HCT-15. Synergy scores: CSS=45.6, Synergy_ZIP=2.98, Synergy_Bliss=2.80, Synergy_Loewe=-13.8, Synergy_HSA=2.90. (4) Drug 1: C1=NC2=C(N1)C(=S)N=C(N2)N. Drug 2: CC1=C2C(C(=O)C3(C(CC4C(C3C(C(C2(C)C)(CC1OC(=O)C(C(C5=CC=CC=C5)NC(=O)OC(C)(C)C)O)O)OC(=O)C6=CC=CC=C6)(CO4)OC(=O)C)O)C)O. Cell line: NCI-H522. Synergy scores: CSS=45.5, Synergy_ZIP=-11.8, Synergy_Bliss=-11.5, Synergy_Loewe=-25.1, Synergy_HSA=-7.16. (5) Drug 1: CC1CCC2CC(C(=CC=CC=CC(CC(C(=O)C(C(C(=CC(C(=O)CC(OC(=O)C3CCCCN3C(=O)C(=O)C1(O2)O)C(C)CC4CCC(C(C4)OC)O)C)C)O)OC)C)C)C)OC. Drug 2: CC12CCC3C(C1CCC2OP(=O)(O)O)CCC4=C3C=CC(=C4)OC(=O)N(CCCl)CCCl.[Na+]. Cell line: 786-0. Synergy scores: CSS=16.7, Synergy_ZIP=-4.59, Synergy_Bliss=-0.182, Synergy_Loewe=-11.5, Synergy_HSA=-0.229.